Dataset: Full USPTO retrosynthesis dataset with 1.9M reactions from patents (1976-2016). Task: Predict the reactants needed to synthesize the given product. (1) Given the product [F:1][C:2]1[CH:3]=[CH:4][C:5]([C:8]2[C:18]([C:19]3[CH:20]=[CH:21][C:22](=[O:32])[N:23]([C:25]4[CH:30]=[CH:29][CH:28]=[CH:27][C:26]=4[CH3:31])[N:24]=3)=[C:11]3[NH:12][CH2:13][CH:14]([CH:16]=[O:17])[CH2:15][N:10]3[N:9]=2)=[CH:6][CH:7]=1, predict the reactants needed to synthesize it. The reactants are: [F:1][C:2]1[CH:7]=[CH:6][C:5]([C:8]2[C:18]([C:19]3[CH:20]=[CH:21][C:22](=[O:32])[N:23]([C:25]4[CH:30]=[CH:29][CH:28]=[CH:27][C:26]=4[CH3:31])[N:24]=3)=[C:11]3[NH:12][CH2:13][CH:14]([CH2:16][OH:17])[CH2:15][N:10]3[N:9]=2)=[CH:4][CH:3]=1.CCN(CC)CC.CCOC(C)=O. (2) Given the product [C:16]1([C:14]2[CH:13]=[N:12][C:6]3[CH2:7][CH2:8][C:9]4[CH:10]=[N:11][C:2]([NH2:1])=[N:3][C:4]=4[C:5]=3[CH:15]=2)[CH:21]=[CH:20][CH:19]=[CH:18][CH:17]=1, predict the reactants needed to synthesize it. The reactants are: [NH2:1][C:2]1[N:11]=[CH:10][C:9]2[CH2:8][CH2:7][C:6]3[N:12]=[C:13](C4C=CC(C5(NC(=O)OC(C)(C)C)CCC5)=CC=4)[C:14]([C:16]4[CH:21]=[CH:20][CH:19]=[CH:18][CH:17]=4)=[CH:15][C:5]=3[C:4]=2[N:3]=1. (3) Given the product [NH:21]1[C:22]2[C:27](=[CH:26][CH:25]=[CH:24][CH:23]=2)[C:19](/[CH:18]=[CH:17]/[C:14]2[CH:15]=[CH:16][C:11]([N:8]3[CH2:7][CH2:6][N:5]([S:2]([CH3:1])(=[O:4])=[O:3])[CH2:10][CH2:9]3)=[CH:12][C:13]=2[NH2:28])=[N:20]1, predict the reactants needed to synthesize it. The reactants are: [CH3:1][S:2]([N:5]1[CH2:10][CH2:9][N:8]([C:11]2[CH:16]=[CH:15][C:14](/[CH:17]=[CH:18]/[C:19]3[C:27]4[C:22](=[CH:23][CH:24]=[CH:25][CH:26]=4)[NH:21][N:20]=3)=[C:13]([N+:28]([O-])=O)[CH:12]=2)[CH2:7][CH2:6]1)(=[O:4])=[O:3].[Sn].Cl.[OH-].[Na+]. (4) The reactants are: [CH2:1]([O:8][C:9]([NH:11][C:12]1[CH:16]=[CH:15][S:14][C:13]=1[C:17]([OH:19])=O)=[O:10])[C:2]1[CH:7]=[CH:6][CH:5]=[CH:4][CH:3]=1.[CH3:20][C:21]1[O:25][N:24]=[C:23]([NH2:26])[CH:22]=1. Given the product [CH2:1]([O:8][C:9](=[O:10])[NH:11][C:12]1[CH:16]=[CH:15][S:14][C:13]=1[C:17]([NH:26][C:23]1[CH:22]=[C:21]([CH3:20])[O:25][N:24]=1)=[O:19])[C:2]1[CH:3]=[CH:4][CH:5]=[CH:6][CH:7]=1, predict the reactants needed to synthesize it. (5) The reactants are: [OH:1][CH:2]([C:13]1[CH:18]=[CH:17][CH:16]=[CH:15][CH:14]=1)[C:3]1[O:7][N:6]=[C:5]([C:8]([O:10]CC)=O)[CH:4]=1.Cl.[Cl:20][C:21]1[CH:22]=[C:23]2[C:27](=[CH:28][CH:29]=1)[NH:26][CH:25]=[C:24]2[CH2:30][CH2:31][NH2:32].CN(C(ON1N=NC2C=CC=NC1=2)=[N+](C)C)C.F[P-](F)(F)(F)(F)F.C(N(CC)C(C)C)(C)C. Given the product [Cl:20][C:21]1[CH:22]=[C:23]2[C:27](=[CH:28][CH:29]=1)[NH:26][CH:25]=[C:24]2[CH2:30][CH2:31][NH:32][C:8]([C:5]1[CH:4]=[C:3]([CH:2]([OH:1])[C:13]2[CH:14]=[CH:15][CH:16]=[CH:17][CH:18]=2)[O:7][N:6]=1)=[O:10], predict the reactants needed to synthesize it. (6) Given the product [S:1]1[C:5]2[CH:6]=[CH:7][C:8]([C:10]3[CH2:14][CH2:13][C@:12]([C:19]4[CH:24]=[CH:23][CH:22]=[C:21]([F:25])[C:20]=4[CH3:26])([C:15]([OH:17])=[O:16])[CH:11]=3)=[CH:9][C:4]=2[N:3]=[CH:2]1, predict the reactants needed to synthesize it. The reactants are: [S:1]1[C:5]2[CH:6]=[CH:7][C:8]([C:10]3[CH2:14][CH2:13][C@:12]([C:19]4[CH:24]=[CH:23][CH:22]=[C:21]([F:25])[C:20]=4[CH3:26])([C:15]([O:17]C)=[O:16])[CH:11]=3)=[CH:9][C:4]=2[N:3]=[CH:2]1.[OH-].[Na+]. (7) Given the product [C:1]([C:5]1[CH:6]=[CH:7][C:8]([C:9]([NH:11][C:12]2[CH:17]=[CH:16][CH:15]=[C:14]([C:18]3[C:19]4[CH:26]=[C:25]([C:27]5[CH2:32][CH2:31][CH:30]([OH:33])[CH2:29][CH:28]=5)[NH:24][C:20]=4[N:21]=[CH:22][N:23]=3)[C:13]=2[CH2:34][OH:35])=[O:10])=[CH:36][CH:37]=1)([CH3:4])([CH3:2])[CH3:3], predict the reactants needed to synthesize it. The reactants are: [C:1]([C:5]1[CH:37]=[CH:36][C:8]([C:9]([NH:11][C:12]2[CH:17]=[CH:16][CH:15]=[C:14]([C:18]3[C:19]4[CH:26]=[C:25]([C:27]5[CH2:32][CH2:31][C:30](=[O:33])[CH2:29][CH:28]=5)[NH:24][C:20]=4[N:21]=[CH:22][N:23]=3)[C:13]=2[CH2:34][OH:35])=[O:10])=[CH:7][CH:6]=1)([CH3:4])([CH3:3])[CH3:2].O.O.O.O.O.O.O.[Cl-].[Ce+3].[Cl-].[Cl-].[BH4-].[Na+].O.